From a dataset of Catalyst prediction with 721,799 reactions and 888 catalyst types from USPTO. Predict which catalyst facilitates the given reaction. (1) Reactant: [CH:1]([C:3]1[N:4]([CH2:12][CH2:13][C:14]([O:16]C)=[O:15])[C:5]2[C:10]([CH:11]=1)=[CH:9][CH:8]=[CH:7][CH:6]=2)=[O:2].[Li+].[OH-].Cl. Product: [CH:1]([C:3]1[N:4]([CH2:12][CH2:13][C:14]([OH:16])=[O:15])[C:5]2[C:10]([CH:11]=1)=[CH:9][CH:8]=[CH:7][CH:6]=2)=[O:2]. The catalyst class is: 12. (2) Reactant: [Li]CCCC.[Cl:6][C:7]1[C:8]2[N:9]([C:13]([C@@H:16]3[CH2:21][CH2:20][CH2:19][N:18]([C:22]([O:24][CH2:25][C:26]4[CH:31]=[CH:30][CH:29]=[CH:28][CH:27]=4)=[O:23])[CH2:17]3)=[N:14][CH:15]=2)[CH:10]=[CH:11][N:12]=1.[Cl:32]C(Cl)(Cl)C(Cl)(Cl)Cl. Product: [Cl:32][C:10]1[N:9]2[C:13]([C@@H:16]3[CH2:21][CH2:20][CH2:19][N:18]([C:22]([O:24][CH2:25][C:26]4[CH:27]=[CH:28][CH:29]=[CH:30][CH:31]=4)=[O:23])[CH2:17]3)=[N:14][CH:15]=[C:8]2[C:7]([Cl:6])=[N:12][CH:11]=1. The catalyst class is: 1. (3) Reactant: [CH:1]12B[CH:5]([CH2:6][CH2:7][CH2:8]1)CCC2.[O:10]1[CH2:14][CH2:13][CH2:12][CH2:11]1.[OH-:15].[Na+].[OH:17]O.Cl. Product: [CH2:12]1[C:7]2([CH2:6][CH2:5][O:15][CH2:1][CH2:8]2)[CH2:13][CH2:14][O:10][C:11]1=[O:17]. The catalyst class is: 214. (4) Reactant: [CH3:1][O:2][C:3]1[CH:22]=[CH:21][C:6]([C:7]([C:9]2[C:18](=[O:19])[C:17]3[C:12](=[CH:13][CH:14]=[C:15]([CH3:20])[N:16]=3)[NH:11][CH:10]=2)=[O:8])=[CH:5][C:4]=1[CH3:23].[Br:24][C:25]1[CH:30]=[CH:29][CH:28]=[C:27]([CH2:31]Br)[CH:26]=1. Product: [Br:24][C:25]1[CH:26]=[C:27]([CH:28]=[CH:29][CH:30]=1)[CH2:31][N:11]1[C:12]2[C:17](=[N:16][C:15]([CH3:20])=[CH:14][CH:13]=2)[C:18](=[O:19])[C:9]([C:7](=[O:8])[C:6]2[CH:21]=[CH:22][C:3]([O:2][CH3:1])=[C:4]([CH3:23])[CH:5]=2)=[CH:10]1. The catalyst class is: 9. (5) Reactant: [CH:1]1([NH:4][C:5]([NH:7][C:8]2[CH:13]=[CH:12][C:11]([O:14][C:15]3[CH:20]=[CH:19][N:18]=[C:17]4[CH:21]=[C:22]([C:24]5[CH:29]=[CH:28][C:27]([CH2:30][N:31]6[CH2:36][CH2:35][NH:34][CH2:33][CH2:32]6)=[CH:26][N:25]=5)[S:23][C:16]=34)=[C:10]([F:37])[CH:9]=2)=[O:6])[CH2:3][CH2:2]1.C(N(CC)CC)C.[Cl:45][CH2:46][C:47](Cl)=[O:48]. Product: [Cl:45][CH2:46][C:47]([N:34]1[CH2:33][CH2:32][N:31]([CH2:30][C:27]2[CH:28]=[CH:29][C:24]([C:22]3[S:23][C:16]4[C:17](=[N:18][CH:19]=[CH:20][C:15]=4[O:14][C:11]4[CH:12]=[CH:13][C:8]([NH:7][C:5]([NH:4][CH:1]5[CH2:3][CH2:2]5)=[O:6])=[CH:9][C:10]=4[F:37])[CH:21]=3)=[N:25][CH:26]=2)[CH2:36][CH2:35]1)=[O:48]. The catalyst class is: 2. (6) Reactant: Br[C:2]1[CH:7]=[C:6]([N+:8]([O-:10])=[O:9])[CH:5]=[CH:4][N+:3]=1[O-:11].[CH2:12]([O:14][C:15]([CH:17]1[CH2:22][CH2:21][NH:20][CH2:19][CH2:18]1)=[O:16])[CH3:13].C(N(CC)CC)C. Product: [CH2:12]([O:14][C:15]([CH:17]1[CH2:22][CH2:21][N:20]([C:2]2[CH:7]=[C:6]([N+:8]([O-:10])=[O:9])[CH:5]=[CH:4][N+:3]=2[O-:11])[CH2:19][CH2:18]1)=[O:16])[CH3:13]. The catalyst class is: 8. (7) Reactant: [NH2:1][CH2:2][C@@H:3]1[C@@H:11]([C@@:12]2([CH3:21])[CH2:17][CH2:16][C@H:15]([OH:18])[CH2:14][C@@H:13]2[CH2:19][OH:20])[CH2:10][CH2:9][C@@:8]2([CH3:22])[C@H:4]1[CH2:5][CH2:6][C:7]2=[CH2:23].C1CN([P+](ON2N=NC3C=CC=CC2=3)(N2CCCC2)N2CCCC2)CC1.F[P-](F)(F)(F)(F)F.[F:57][C:58]1[CH:66]=[CH:65][C:61]([C:62](O)=[O:63])=[CH:60][CH:59]=1.CCN(C(C)C)C(C)C. Product: [F:57][C:58]1[CH:66]=[CH:65][C:61]([C:62]([NH:1][CH2:2][C@@H:3]2[C@@H:11]([C@@:12]3([CH3:21])[CH2:17][CH2:16][C@H:15]([OH:18])[CH2:14][C@@H:13]3[CH2:19][OH:20])[CH2:10][CH2:9][C@@:8]3([CH3:22])[C@H:4]2[CH2:5][CH2:6][C:7]3=[CH2:23])=[O:63])=[CH:60][CH:59]=1. The catalyst class is: 329.